Dataset: Peptide-MHC class I binding affinity with 185,985 pairs from IEDB/IMGT. Task: Regression. Given a peptide amino acid sequence and an MHC pseudo amino acid sequence, predict their binding affinity value. This is MHC class I binding data. (1) The peptide sequence is WASGVPAAT. The MHC is HLA-B39:01 with pseudo-sequence HLA-B39:01. The binding affinity (normalized) is 0.0847. (2) The MHC is HLA-A11:01 with pseudo-sequence HLA-A11:01. The binding affinity (normalized) is 0.353. The peptide sequence is RLFEESLGIR.